From a dataset of NCI-60 drug combinations with 297,098 pairs across 59 cell lines. Regression. Given two drug SMILES strings and cell line genomic features, predict the synergy score measuring deviation from expected non-interaction effect. Drug 1: C1=NC2=C(N1)C(=S)N=C(N2)N. Drug 2: CC1=C(N=C(N=C1N)C(CC(=O)N)NCC(C(=O)N)N)C(=O)NC(C(C2=CN=CN2)OC3C(C(C(C(O3)CO)O)O)OC4C(C(C(C(O4)CO)O)OC(=O)N)O)C(=O)NC(C)C(C(C)C(=O)NC(C(C)O)C(=O)NCCC5=NC(=CS5)C6=NC(=CS6)C(=O)NCCC[S+](C)C)O. Cell line: 786-0. Synergy scores: CSS=53.0, Synergy_ZIP=-0.0318, Synergy_Bliss=-0.959, Synergy_Loewe=0.597, Synergy_HSA=3.11.